Dataset: Peptide-MHC class I binding affinity with 185,985 pairs from IEDB/IMGT. Task: Regression. Given a peptide amino acid sequence and an MHC pseudo amino acid sequence, predict their binding affinity value. This is MHC class I binding data. (1) The peptide sequence is SIFISFYLI. The MHC is HLA-A68:02 with pseudo-sequence HLA-A68:02. The binding affinity (normalized) is 0.733. (2) The peptide sequence is RPRRASSPF. The MHC is HLA-B08:02 with pseudo-sequence HLA-B08:02. The binding affinity (normalized) is 0.154. (3) The peptide sequence is YQVEGATRV. The MHC is HLA-A02:01 with pseudo-sequence HLA-A02:01. The binding affinity (normalized) is 0.936. (4) The peptide sequence is IVAPYLFWL. The MHC is HLA-B15:01 with pseudo-sequence HLA-B15:01. The binding affinity (normalized) is 0.388.